Dataset: Reaction yield outcomes from USPTO patents with 853,638 reactions. Task: Predict the reaction yield, written as a fraction of the theoretical maximum amount of product (1.0 means a 100% yield; for example, 0.34 means a 34% yield). (1) The yield is 0.680. The reactants are [C:1]([Si:5]([O:8][C@@H:9]1[CH2:14][C@@H:13]([O:15][Si](CC)(CC)CC)[CH2:12][CH:11]=[C:10]1[CH2:23]I)([CH3:7])[CH3:6])([CH3:4])([CH3:3])[CH3:2].[In].[CH2:26]=[O:27]. The catalyst is O.O1CCCC1. The product is [Si:5]([O:8][C@H:9]1[C:10](=[CH2:23])[C@H:11]([CH2:26][OH:27])[CH2:12][C@H:13]([OH:15])[CH2:14]1)([C:1]([CH3:2])([CH3:3])[CH3:4])([CH3:6])[CH3:7]. (2) The reactants are [NH:1]1[CH:5]=[C:4]([C:6]2[C:7]([C:12]3[CH:17]=[CH:16][CH:15]=[CH:14][CH:13]=3)=[N:8][O:9][C:10]=2[CH3:11])[N:3]=[CH:2]1.F[C:19]1[CH:24]=[CH:23][C:22]([N+:25]([O-:27])=[O:26])=[CH:21][CH:20]=1. No catalyst specified. The product is [CH3:11][C:10]1[O:9][N:8]=[C:7]([C:12]2[CH:13]=[CH:14][CH:15]=[CH:16][CH:17]=2)[C:6]=1[C:4]1[N:3]=[CH:2][N:1]([C:19]2[CH:24]=[CH:23][C:22]([N+:25]([O-:27])=[O:26])=[CH:21][CH:20]=2)[CH:5]=1. The yield is 0.640. (3) The reactants are [Cl:1][C:2]1[CH:7]=[CH:6][C:5]([C:8]2([CH2:12][N:13]3[CH2:18][CH2:17][CH2:16][CH:15]([CH2:19][NH:20][C:21]4[CH:26]=[CH:25][CH:24]=[CH:23][CH:22]=4)[CH2:14]3)[CH2:11][CH2:10][CH2:9]2)=[CH:4][CH:3]=1.[CH:27]1([C:31](Cl)=[O:32])[CH2:30][CH2:29][CH2:28]1.C(N(C(C)C)CC)(C)C. The catalyst is C(Cl)Cl. The product is [Cl:1][C:2]1[CH:3]=[CH:4][C:5]([C:8]2([CH2:12][N:13]3[CH2:18][CH2:17][CH2:16][CH:15]([CH2:19][N:20]([C:21]4[CH:22]=[CH:23][CH:24]=[CH:25][CH:26]=4)[C:31]([CH:27]4[CH2:30][CH2:29][CH2:28]4)=[O:32])[CH2:14]3)[CH2:9][CH2:10][CH2:11]2)=[CH:6][CH:7]=1. The yield is 0.810. (4) The reactants are [F:1][C:2]1[CH:3]=[C:4]([CH:9]=[CH:10][C:11]=1[C:12]1[CH:13]=[N:14][C:15]([O:18][CH2:19][CH:20]2[CH2:25][CH2:24][N:23]([CH2:26][C:27]3([C:31]([F:34])([F:33])[F:32])[CH2:30][CH2:29][CH2:28]3)[CH2:22][CH2:21]2)=[CH:16][CH:17]=1)[C:5]([O:7]C)=[O:6].O[Li].O. The catalyst is C1COCC1. The product is [F:1][C:2]1[CH:3]=[C:4]([CH:9]=[CH:10][C:11]=1[C:12]1[CH:13]=[N:14][C:15]([O:18][CH2:19][CH:20]2[CH2:25][CH2:24][N:23]([CH2:26][C:27]3([C:31]([F:32])([F:33])[F:34])[CH2:28][CH2:29][CH2:30]3)[CH2:22][CH2:21]2)=[CH:16][CH:17]=1)[C:5]([OH:7])=[O:6]. The yield is 0.860. (5) The reactants are [NH2:1][CH2:2][CH2:3][CH2:4][OH:5].Cl[C:7]([O:9][CH2:10][C:11]1[CH:16]=[CH:15][CH:14]=[CH:13][CH:12]=1)=[O:8]. The catalyst is C(Cl)Cl. The product is [CH2:10]([O:9][C:7]([NH:1][CH2:2][CH2:3][CH2:4][OH:5])=[O:8])[C:11]1[CH:16]=[CH:15][CH:14]=[CH:13][CH:12]=1. The yield is 0.970. (6) The reactants are [CH3:1][O:2][C:3]1[CH:8]=[CH:7][C:6]([CH:9]([OH:16])[C:10]#[C:11][C:12]([CH3:15])([OH:14])[CH3:13])=[CH:5][CH:4]=1.CC(OI1(OC(C)=O)(OC(C)=O)OC(=O)C2C=CC=CC1=2)=O. The catalyst is C(Cl)Cl. The product is [OH:14][C:12]([CH3:15])([CH3:13])[C:11]#[C:10][C:9]([C:6]1[CH:5]=[CH:4][C:3]([O:2][CH3:1])=[CH:8][CH:7]=1)=[O:16]. The yield is 0.960. (7) The reactants are [OH:1][C:2]1[CH:15]=[CH:14][C:13]2[C:12](=[O:16])[C:11]3[C:6](=[CH:7][CH:8]=[C:9]([OH:17])[CH:10]=3)[C:5](=[O:18])[C:4]=2[CH:3]=1.C([O-])([O-])=O.[K+].[K+].Br[CH2:26][CH2:27][CH2:28][CH2:29][CH2:30][CH2:31][CH2:32][CH2:33][CH2:34][CH2:35][CH2:36][CH2:37][CH2:38][CH2:39][CH2:40][CH2:41][CH2:42][CH3:43]. The catalyst is C1(C)C=CC=CC=1. The product is [CH2:26]([O:1][C:2]1[CH:15]=[CH:14][C:13]2[C:12](=[O:16])[C:11]3[C:6](=[CH:7][CH:8]=[C:9]([O:17][CH2:43][CH2:42][CH2:41][CH2:40][CH2:39][CH2:38][CH2:37][CH2:36][CH2:35][CH2:34][CH2:33][CH2:32][CH2:31][CH2:30][CH2:29][CH2:28][CH2:27][CH3:26])[CH:10]=3)[C:5](=[O:18])[C:4]=2[CH:3]=1)[CH2:27][CH2:28][CH2:29][CH2:30][CH2:31][CH2:32][CH2:33][CH2:34][CH2:35][CH2:36][CH2:37][CH2:38][CH2:39][CH2:40][CH2:41][CH2:42][CH3:43]. The yield is 0.710. (8) The reactants are Br[C:2]1[C:3](=[O:31])[N:4]([CH2:19][C:20]2[CH:30]=[CH:29][C:23]3[O:24][C:25]([F:28])([F:27])[O:26][C:22]=3[CH:21]=2)[C:5](=[O:18])[N:6]([C:8]2[CH:9]=[C:10]([NH:14][C:15](=[O:17])[CH3:16])[CH:11]=[CH:12][CH:13]=2)[N:7]=1.CN([CH:35]=[O:36])C.C[O-].[Na+]. The catalyst is [NH4+].[Cl-]. The product is [F:27][C:25]1([F:28])[O:24][C:23]2[CH:29]=[CH:30][C:20]([CH2:19][N:4]3[C:3](=[O:31])[C:2]([O:36][CH3:35])=[N:7][N:6]([C:8]4[CH:9]=[C:10]([NH:14][C:15](=[O:17])[CH3:16])[CH:11]=[CH:12][CH:13]=4)[C:5]3=[O:18])=[CH:21][C:22]=2[O:26]1. The yield is 0.630. (9) The reactants are [Cl:1][C:2]1[C:3]([C:35]([F:38])([F:37])[F:36])=[CH:4][C:5]2[N:9]=[C:8]([CH2:10][CH3:11])[N:7]([C:12]3[CH:33]=[CH:32][C:15]([CH2:16][CH2:17][N:18]([S:22]([C:25]4[CH:30]=[CH:29][C:28]([CH3:31])=[CH:27][CH:26]=4)(=[O:24])=[O:23])[C:19](=[O:21])[O-:20])=[CH:14][CH:13]=3)[C:6]=2[CH:34]=1.[C:39]1([CH3:49])[CH:44]=[CH:43][C:42]([S:45]([OH:48])(=[O:47])=[O:46])=[CH:41][CH:40]=1. The catalyst is CC(C)=O. The product is [C:39]1([CH3:49])[CH:40]=[CH:41][C:42]([S:45]([OH:48])(=[O:46])=[O:47])=[CH:43][CH:44]=1.[Cl:1][C:2]1[C:3]([C:35]([F:38])([F:37])[F:36])=[CH:4][C:5]2[N:9]=[C:8]([CH2:10][CH3:11])[N:7]([C:12]3[CH:33]=[CH:32][C:15]([CH2:16][CH2:17][N:18]([S:22]([C:25]4[CH:30]=[CH:29][C:28]([CH3:31])=[CH:27][CH:26]=4)(=[O:23])=[O:24])[C:19](=[O:20])[OH:21])=[CH:14][CH:13]=3)[C:6]=2[CH:34]=1. The yield is 0.810.